This data is from Drug-target binding data from BindingDB using IC50 measurements. The task is: Regression. Given a target protein amino acid sequence and a drug SMILES string, predict the binding affinity score between them. We predict pIC50 (pIC50 = -log10(IC50 in M); higher means more potent). Dataset: bindingdb_ic50. (1) The drug is CCCCCCCCN[C@@H]1C=C(CO)[C@@H](O)[C@H](O)[C@H]1O. The target protein (Q42656) has sequence MVKSPGTEDYTRRSLLANGLGLTPPMGWNSWNHFRCNLDEKLIRETADAMVSKGLAALGYKYINLDDCWAELNRDSQGNLVPKGSTFPSGIKALADYVHSKGLKLGIYSDAGTQTCSKTMPGSLGHEEQDAKTFASWGVDYLKYDNCNNNNISPKERYPIMSKALLNSGRSIFFSLCEWGEEDPATWAKEVGNSWRTTGDIDDSWSSMTSRADMNDKWASYAGPGGWNDPDMLEVGNGGMTTTEYRSHFSIWALAKAPLLIGCDIRSMDGATFQLLSNAEVIAVNQDKLGVQGNKVKTYGDLEVWAGPLSGKRVAVALWNRGSSTATITAYWSDVGLPSTAVVNARDLWAHSTEKSVKGQISAAVDAHDSKMYVLTPQ. The pIC50 is 3.0. (2) The small molecule is COc1c(O)ccc2c1C1=C(/C(=C/c3ccccc3C)O2)C2C(C)=CC(C)(C)NC2C=C1. The target protein (P04150) has sequence MDSKESLTPGREENPSSVLAQERGDVMDFYKTLRGGATVKVSASSPSLAVASQSDSKQRRLLVDFPKGSVSNAQQPDLSKAVSLSMGLYMGETETKVMGNDLGFPQQGQISLSSGETDLKLLEESIANLNRSTSVPENPKSSASTAVSAAPTEKEFPKTHSDVSSEQQHLKGQTGTNGGNVKLYTTDQSTFDILQDLEFSSGSPGKETNESPWRSDLLIDENCLLSPLAGEDDSFLLEGNSNEDCKPLILPDTKPKIKDNGDLVLSSPSNVTLPQVKTEKEDFIELCTPGVIKQEKLGTVYCQASFPGANIIGNKMSAISVHGVSTSGGQMYHYDMNTASLSQQQDQKPIFNVIPPIPVGSENWNRCQGSGDDNLTSLGTLNFPGRTVFSNGYSSPSMRPDVSSPPSSSSTATTGPPPKLCLVCSDEASGCHYGVLTCGSCKVFFKRAVEGQHNYLCAGRNDCIIDKIRRKNCPACRYRKCLQAGMNLEARKTKKKIKGI.... The pIC50 is 9.0. (3) The compound is CC[C@H](C)[C@H](N)C(=O)N[C@@H](CCCNC(=N)N)C(=O)N[C@@H](CC(=O)O)C(=O)NC(CC(C(=O)O)C(=O)O)C(=O)N[C@@H](CS)C(=O)N[C@@H](CS)C(=O)N[C@@H](CO)C(=O)N[C@@H](CC(N)=O)C(=O)N1CCC[C@H]1C(=O)N[C@@H](C)C(=O)N[C@@H](CS)C(=O)N[C@@H](CCCNC(=N)N)C(=O)N[C@H](C(=O)N[C@@H](CC(N)=O)C(=O)N[C@@H](CC(N)=O)C(=O)N1CC(O)CC1C(=O)N[C@@H](Cc1cnc[nH]1)C(=O)N[C@H](C(=O)N[C@@H](CS)C(N)=O)C(C)C)C(C)C. The target protein (P30277) has sequence MALRVTRNTKINTENKAKVSMAGAKRVPVAVAASKPLLRSRTALGDIGNKVSEQSRIPLKKETKKLGSGTVTVKALPKPVDKVPVCEPEVELDEPEPEPVMEVKHSPEPILVDTPSPSPMETSGCAPAEEYLCQAFSDVILAVSDVDADDGGDPNLCSEYVKDIYAYLRQLEEEQSVRPKYLLGREVTGNMRAILIDWLIQVQMKFRLLQETMYMTVSIIDRFMQDSCVPKKMLQLVGVTAMFIASKYEEMYPPEIGDFAFVTNNTYTKHQIRQMEMKILRVLNFSLGRPLPLHFLRRASKIGEVDVEQHTLAKYLMELSMLDYDMVHFAPSQIAAGAFCLALKILDNGEWTPTLQHYLSHTEESLLPVMQHLAKNIVMVNRGLTKHMTIKNKYATSKHAKISTLAQLNCTLVQNLSKAVTKA. The pIC50 is 7.3.